Dataset: Full USPTO retrosynthesis dataset with 1.9M reactions from patents (1976-2016). Task: Predict the reactants needed to synthesize the given product. (1) Given the product [CH2:74]([NH:81][C:2]1[CH:11]=[CH:10][CH:9]=[C:8]2[C:3]=1[CH:4]=[CH:5][C:6]([S:12]([NH:15][C:16]1[S:20][N:19]=[CH:18][N:17]=1)(=[O:14])=[O:13])=[CH:7]2)[C:75]1[CH:80]=[CH:79][CH:78]=[CH:77][CH:76]=1, predict the reactants needed to synthesize it. The reactants are: Br[C:2]1[CH:11]=[CH:10][CH:9]=[C:8]2[C:3]=1[CH:4]=[CH:5][C:6]([S:12]([N:15](CC1C=CC(OC)=CC=1OC)[C:16]1[S:20][N:19]=[CH:18][N:17]=1)(=[O:14])=[O:13])=[CH:7]2.CC1(C)C2C(=C(P(C3C=CC=CC=3)C3C=CC=CC=3)C=CC=2)OC2C(P(C3C=CC=CC=3)C3C=CC=CC=3)=CC=CC1=2.[CH2:74]([NH2:81])[C:75]1[CH:80]=[CH:79][CH:78]=[CH:77][CH:76]=1.C(O)(C(F)(F)F)=O. (2) Given the product [CH2:12]([O:14][C:15]1[C:18](=[O:19])[C:17](=[O:22])[C:16]=1[NH:9][C:5]1[CH:6]=[N:7][CH:8]=[C:3]([C:2]([F:1])([F:10])[F:11])[CH:4]=1)[CH3:13], predict the reactants needed to synthesize it. The reactants are: [F:1][C:2]([F:11])([F:10])[C:3]1[CH:4]=[C:5]([NH2:9])[CH:6]=[N:7][CH:8]=1.[CH2:12]([O:14][C:15]1[C:16](=O)[C:17](=[O:22])[C:18]=1[O:19]CC)[CH3:13]. (3) Given the product [O:1]([CH2:8][CH2:9][N:10]1[CH:14]=[CH:13][CH:12]=[C:11]1/[CH:15]=[CH:21]/[C:25]([OH:19])=[O:24])[C:2]1[CH:3]=[CH:4][CH:5]=[CH:6][CH:7]=1, predict the reactants needed to synthesize it. The reactants are: [O:1]([CH2:8][CH2:9][N:10]1[CH:14]=[CH:13][CH:12]=[C:11]1[CH:15]=O)[C:2]1[CH:7]=[CH:6][CH:5]=[CH:4][CH:3]=1.[H-].[Na+].[OH-:19].[Na+].[CH2:21]1[CH2:25][O:24]CC1. (4) Given the product [F:51][C:50]([F:53])([F:52])[C:48]([OH:54])=[O:49].[F:1][C:2]1[CH:3]=[C:4]([C:8]2[CH:9]=[CH:10][C:11](/[CH:14]=[CH:15]/[CH:16]3[C:25]4[C:24](=[O:26])[CH2:23][C:22]([CH3:28])([CH3:27])[CH2:21][C:20]=4[NH:19][C:18]4[NH:29][N:30]=[C:31]([C:32]([O:34][CH2:35][C:36]([CH3:47])([CH3:46])[CH2:37][NH2:38])=[O:33])[C:17]3=4)=[N:12][CH:13]=2)[CH:5]=[CH:6][CH:7]=1, predict the reactants needed to synthesize it. The reactants are: [F:1][C:2]1[CH:3]=[C:4]([C:8]2[CH:9]=[CH:10][C:11](/[CH:14]=[CH:15]/[CH:16]3[C:25]4[C:24](=[O:26])[CH2:23][C:22]([CH3:28])([CH3:27])[CH2:21][C:20]=4[NH:19][C:18]4[NH:29][N:30]=[C:31]([C:32]([O:34][CH2:35][C:36]([CH3:47])([CH3:46])[CH2:37][NH:38]C(OC(C)(C)C)=O)=[O:33])[C:17]3=4)=[N:12][CH:13]=2)[CH:5]=[CH:6][CH:7]=1.[C:48]([OH:54])([C:50]([F:53])([F:52])[F:51])=[O:49]. (5) Given the product [F:14][C:15]1[C:16]([CH2:25][CH2:26][OH:27])=[C:17]([N+:22]([O-:24])=[O:23])[CH:18]=[CH:19][C:20]=1[N:7]1[C:3](=[O:13])[C:4]2[C:5](=[CH:9][CH:10]=[CH:11][CH:12]=2)[C:6]1=[O:8], predict the reactants needed to synthesize it. The reactants are: [H-].[Na+].[C:3]1(=[O:13])[NH:7][C:6](=[O:8])[C:5]2=[CH:9][CH:10]=[CH:11][CH:12]=[C:4]12.[F:14][C:15]1[C:20](F)=[CH:19][CH:18]=[C:17]([N+:22]([O-:24])=[O:23])[C:16]=1[CH2:25][CH2:26][OH:27].OC1C=CC=C[N+]=1[O-].CCN=C=NCCCN(C)C. (6) Given the product [NH2:1][C:2]1[C:10]([OH:11])=[C:9]([F:12])[CH:8]=[CH:7][C:3]=1[C:4]([O:6][CH3:17])=[O:5], predict the reactants needed to synthesize it. The reactants are: [NH2:1][C:2]1[C:10]([OH:11])=[C:9]([F:12])[CH:8]=[CH:7][C:3]=1[C:4]([OH:6])=[O:5].S(Cl)(Cl)=O.[CH3:17]O. (7) Given the product [Br:1][C:2]1[C:7]2[N:8]=[C:9]([NH:15][C:16]3[CH:21]=[CH:20][C:19]([NH2:22])=[CH:18][CH:17]=3)[NH:10][C:6]=2[C:5]([Br:12])=[C:4]([Br:13])[C:3]=1[Br:14], predict the reactants needed to synthesize it. The reactants are: [Br:1][C:2]1[C:7]2[N:8]=[C:9](Br)[NH:10][C:6]=2[C:5]([Br:12])=[C:4]([Br:13])[C:3]=1[Br:14].[NH2:15][C:16]1[CH:21]=[CH:20][C:19]([NH2:22])=[CH:18][CH:17]=1.C(Cl)(Cl)Cl.CO. (8) Given the product [NH2:26][C:8]1[N:7]=[C:6]([NH:5][CH2:1][CH2:2][CH2:3][CH3:4])[N:14]=[C:13]2[C:9]=1[NH:10][C:11](=[O:24])[N:12]2[CH2:15][CH2:16][CH2:17][CH:18]1[CH2:19][CH2:20][O:21][CH2:22][CH2:23]1, predict the reactants needed to synthesize it. The reactants are: [CH2:1]([NH:5][C:6]1[N:14]=[C:13]2[C:9]([N:10]=[C:11]([O:24]C)[N:12]2[CH2:15][CH2:16][CH2:17][CH:18]2[CH2:23][CH2:22][O:21][CH2:20][CH2:19]2)=[C:8]([NH2:26])[N:7]=1)[CH2:2][CH2:3][CH3:4].Cl.O1CCOCC1. (9) Given the product [C:24]1([C:20]2[CH:19]=[CH:18][C:17]3[N:16]=[CH:15][C:14]4[N:13]=[CH:12][N:11]([C:6]5[CH:7]=[CH:8][CH:9]=[CH:10][C:5]=5[CH2:4][C:3]([NH2:30])=[NH:2])[C:23]=4[C:22]=3[CH:21]=2)[CH:25]=[CH:26][CH:27]=[CH:28][CH:29]=1, predict the reactants needed to synthesize it. The reactants are: O[NH:2][C:3](=[NH:30])[CH2:4][C:5]1[CH:10]=[CH:9][CH:8]=[CH:7][C:6]=1[N:11]1[C:23]2[C:22]3[CH:21]=[C:20]([C:24]4[CH:29]=[CH:28][CH:27]=[CH:26][CH:25]=4)[CH:19]=[CH:18][C:17]=3[N:16]=[CH:15][C:14]=2[N:13]=[CH:12]1. (10) Given the product [CH:27]([N:24]1[C:22]2[N:23]=[C:18]([C:15]3[CH:16]=[CH:17][C:12]([NH:11][C:9]([NH:8][C:5]4[CH:6]=[CH:7][C:2]([NH:1][S:39]([CH3:38])(=[O:41])=[O:40])=[CH:3][CH:4]=4)=[O:10])=[CH:13][CH:14]=3)[N:19]=[C:20]([N:30]3[CH2:35][CH2:34][O:33][CH2:32][CH2:31]3)[C:21]=2[N:26]=[N:25]1)([CH3:29])[CH3:28], predict the reactants needed to synthesize it. The reactants are: [NH2:1][C:2]1[CH:7]=[CH:6][C:5]([NH:8][C:9]([NH:11][C:12]2[CH:17]=[CH:16][C:15]([C:18]3[N:19]=[C:20]([N:30]4[CH2:35][CH2:34][O:33][CH2:32][CH2:31]4)[C:21]4[N:26]=[N:25][N:24]([CH:27]([CH3:29])[CH3:28])[C:22]=4[N:23]=3)=[CH:14][CH:13]=2)=[O:10])=[CH:4][CH:3]=1.[OH-].[Na+].[CH3:38][S:39](OCl)(=[O:41])=[O:40].